This data is from Catalyst prediction with 721,799 reactions and 888 catalyst types from USPTO. The task is: Predict which catalyst facilitates the given reaction. (1) Product: [Cl:18][C:17]1[C:12]([N:9]2[CH2:10][CH2:11][C:3]3[C:2]([NH:24][C:23]4[CH:25]=[CH:26][C:20]([F:19])=[CH:21][CH:22]=4)=[N:7][CH:6]=[N:5][C:4]=3[CH2:8]2)=[N:13][CH:14]=[CH:15][CH:16]=1. The catalyst class is: 10. Reactant: Cl[C:2]1[C:3]2[CH2:11][CH2:10][N:9]([C:12]3[C:17]([Cl:18])=[CH:16][CH:15]=[CH:14][N:13]=3)[CH2:8][C:4]=2[N:5]=[CH:6][N:7]=1.[F:19][C:20]1[CH:26]=[CH:25][C:23]([NH2:24])=[CH:22][CH:21]=1.[I-].[Na+].I. (2) Reactant: [C:1]([O:5][C:6](=[O:39])[NH:7][C:8]1([C:12]2[CH:17]=[CH:16][C:15]([C:18]3[N:19]=[C:20]4[CH:25]=[C:24]([C:26](=[O:31])N(OC)C)[CH:23]=[CH:22][N:21]4[C:32]=3[C:33]3[CH:38]=[CH:37][CH:36]=[CH:35][CH:34]=3)=[CH:14][CH:13]=2)[CH2:11][CH2:10][CH2:9]1)([CH3:4])([CH3:3])[CH3:2].[CH3:40][Mg]Cl.[NH4+].[Cl-]. Product: [C:1]([O:5][C:6](=[O:39])[NH:7][C:8]1([C:12]2[CH:17]=[CH:16][C:15]([C:18]3[N:19]=[C:20]4[CH:25]=[C:24]([C:26](=[O:31])[CH3:40])[CH:23]=[CH:22][N:21]4[C:32]=3[C:33]3[CH:38]=[CH:37][CH:36]=[CH:35][CH:34]=3)=[CH:14][CH:13]=2)[CH2:11][CH2:10][CH2:9]1)([CH3:3])([CH3:2])[CH3:4]. The catalyst class is: 1.